This data is from Reaction yield outcomes from USPTO patents with 853,638 reactions. The task is: Predict the reaction yield, written as a fraction of the theoretical maximum amount of product (1.0 means a 100% yield; for example, 0.34 means a 34% yield). (1) The reactants are [N:1]1[CH:6]=[CH:5][CH:4]=[CH:3][C:2]=1[C:7]12[CH2:22][O:21][CH2:20][CH:8]1[CH2:9][N:10]([C:13]([O:15]C(C)(C)C)=O)[CH2:11][CH2:12]2.Cl.CN(C(ON1N=NC2C=CC=NC1=2)=[N+](C)C)C.F[P-](F)(F)(F)(F)F.[CH3:48][O:49][C:50]1[CH:51]=[C:52]([CH:56]=[CH:57][C:58]=1[O:59][CH2:60][CH2:61][O:62][C:63]([F:66])([F:65])[F:64])C(O)=O.C(N(CC)CC)C. The catalyst is C(Cl)Cl.O1CCOCC1. The product is [CH3:48][O:49][C:50]1[CH:51]=[C:52]([C:13]([N:10]2[CH2:11][CH2:12][C:7]3([C:2]4[CH:3]=[CH:4][CH:5]=[CH:6][N:1]=4)[CH2:22][O:21][CH2:20][CH:8]3[CH2:9]2)=[O:15])[CH:56]=[CH:57][C:58]=1[O:59][CH2:60][CH2:61][O:62][C:63]([F:64])([F:65])[F:66]. The yield is 0.290. (2) The reactants are [NH2:1][C:2](=[N:31]O)[C:3]1[CH:4]=[C:5]([CH:28]=[CH:29][CH:30]=1)[C:6]([NH:8][C:9]1[C:10]([NH:16][C:17](=[O:27])[C:18]2[CH:23]=[CH:22][C:21]([CH:24]([CH3:26])[CH3:25])=[CH:20][CH:19]=2)=[CH:11][C:12]([OH:15])=[CH:13][CH:14]=1)=[O:7].CCO.[ClH:36]. The catalyst is [Pd].O. The product is [ClH:36].[NH2:31][C:2](=[NH:1])[C:3]1[CH:4]=[C:5]([CH:28]=[CH:29][CH:30]=1)[C:6]([NH:8][C:9]1[C:10]([NH:16][C:17](=[O:27])[C:18]2[CH:23]=[CH:22][C:21]([CH:24]([CH3:26])[CH3:25])=[CH:20][CH:19]=2)=[CH:11][C:12]([OH:15])=[CH:13][CH:14]=1)=[O:7]. The yield is 0.620.